This data is from NCI-60 drug combinations with 297,098 pairs across 59 cell lines. The task is: Regression. Given two drug SMILES strings and cell line genomic features, predict the synergy score measuring deviation from expected non-interaction effect. (1) Drug 1: C1=CN(C=N1)CC(O)(P(=O)(O)O)P(=O)(O)O. Drug 2: CN(CC1=CN=C2C(=N1)C(=NC(=N2)N)N)C3=CC=C(C=C3)C(=O)NC(CCC(=O)O)C(=O)O. Cell line: HCT116. Synergy scores: CSS=80.9, Synergy_ZIP=5.05, Synergy_Bliss=6.81, Synergy_Loewe=-13.7, Synergy_HSA=4.06. (2) Drug 1: C1=CC(=C2C(=C1NCCNCCO)C(=O)C3=C(C=CC(=C3C2=O)O)O)NCCNCCO. Drug 2: CN(C)N=NC1=C(NC=N1)C(=O)N. Cell line: OVCAR-4. Synergy scores: CSS=20.3, Synergy_ZIP=-4.78, Synergy_Bliss=-2.49, Synergy_Loewe=-65.6, Synergy_HSA=-2.47. (3) Drug 1: CCCS(=O)(=O)NC1=C(C(=C(C=C1)F)C(=O)C2=CNC3=C2C=C(C=N3)C4=CC=C(C=C4)Cl)F. Drug 2: CS(=O)(=O)CCNCC1=CC=C(O1)C2=CC3=C(C=C2)N=CN=C3NC4=CC(=C(C=C4)OCC5=CC(=CC=C5)F)Cl. Cell line: HOP-62. Synergy scores: CSS=-0.731, Synergy_ZIP=0.0242, Synergy_Bliss=0.978, Synergy_Loewe=-0.408, Synergy_HSA=-0.419. (4) Drug 2: CCN(CC)CCNC(=O)C1=C(NC(=C1C)C=C2C3=C(C=CC(=C3)F)NC2=O)C. Synergy scores: CSS=-3.34, Synergy_ZIP=0.766, Synergy_Bliss=-0.379, Synergy_Loewe=-2.12, Synergy_HSA=-2.22. Cell line: SNB-75. Drug 1: C1C(C(OC1N2C=NC3=C(N=C(N=C32)Cl)N)CO)O. (5) Drug 1: CS(=O)(=O)CCNCC1=CC=C(O1)C2=CC3=C(C=C2)N=CN=C3NC4=CC(=C(C=C4)OCC5=CC(=CC=C5)F)Cl. Drug 2: CC1=C(C(=O)C2=C(C1=O)N3CC4C(C3(C2COC(=O)N)OC)N4)N. Cell line: OVCAR-5. Synergy scores: CSS=36.8, Synergy_ZIP=1.39, Synergy_Bliss=1.88, Synergy_Loewe=-16.5, Synergy_HSA=1.03. (6) Drug 1: CC12CCC3C(C1CCC2NC(=O)OCC(F)(F)F)CCC4C3(C=CC(=O)N4C)C. Drug 2: C1CNP(=O)(OC1)N(CCCl)CCCl. Cell line: HT29. Synergy scores: CSS=9.09, Synergy_ZIP=4.52, Synergy_Bliss=9.53, Synergy_Loewe=-6.02, Synergy_HSA=3.06. (7) Drug 1: C1=CC(=CC=C1CC(C(=O)O)N)N(CCCl)CCCl.Cl. Drug 2: C(CCl)NC(=O)N(CCCl)N=O. Cell line: SF-539. Synergy scores: CSS=19.9, Synergy_ZIP=-5.53, Synergy_Bliss=-0.522, Synergy_Loewe=-7.97, Synergy_HSA=-1.86.